Dataset: Catalyst prediction with 721,799 reactions and 888 catalyst types from USPTO. Task: Predict which catalyst facilitates the given reaction. (1) Reactant: [CH2:1]([C:3]1[N:7]=[C:6]([N:8]2[CH2:13][CH2:12][CH:11]([C@H:14]([CH3:22])[CH2:15][CH2:16][O:17]S(C)(=O)=O)[CH2:10][CH2:9]2)[O:5][N:4]=1)[CH3:2].[Cl:23][C:24]1[N:29]=[CH:28][C:27](O)=[CH:26][N:25]=1.C(=O)([O-])[O-].[K+].[K+]. Product: [Cl:23][C:24]1[N:29]=[CH:28][C:27]([O:17][CH2:16][CH2:15][C@H:14]([CH:11]2[CH2:12][CH2:13][N:8]([C:6]3[O:5][N:4]=[C:3]([CH2:1][CH3:2])[N:7]=3)[CH2:9][CH2:10]2)[CH3:22])=[CH:26][N:25]=1. The catalyst class is: 18. (2) The catalyst class is: 2. Reactant: [C:1]([OH:4])(=O)[CH3:2].[CH3:5][C:6]1[CH:11]=[CH:10][C:9]([C:12]2[O:13][CH:14]=[CH:15][N:16]=2)=[CH:8][C:7]=1[C:17]1[CH:22]=[CH:21][C:20]([NH2:23])=[CH:19][CH:18]=1.C(Cl)CCl.CCOC(C)=O. Product: [CH3:5][C:6]1[CH:11]=[CH:10][C:9]([C:12]2[O:13][CH:14]=[CH:15][N:16]=2)=[CH:8][C:7]=1[C:17]1[CH:22]=[CH:21][C:20]([NH:23][C:1](=[O:4])[CH3:2])=[CH:19][CH:18]=1. (3) Reactant: [Cl:1][C:2]1[CH:3]=[C:4]2[C:8](=[CH:9][CH:10]=1)[NH:7][C:6]([C:11]([NH:13][C@H:14]1[CH2:19][CH2:18][C@H:17]([C:20]([O:22]CC)=[O:21])[CH2:16][C@H:15]1[NH:25][C:26]([C:28]1[S:29][C:30]3[CH2:31][N:32]([CH3:37])[CH2:33][CH2:34][C:35]=3[N:36]=1)=[O:27])=[O:12])=[CH:5]2.C(O)C.[OH-].[Na+].Cl. Product: [Cl:1][C:2]1[CH:3]=[C:4]2[C:8](=[CH:9][CH:10]=1)[NH:7][C:6]([C:11]([NH:13][C@H:14]1[CH2:19][CH2:18][C@H:17]([C:20]([OH:22])=[O:21])[CH2:16][C@H:15]1[NH:25][C:26]([C:28]1[S:29][C:30]3[CH2:31][N:32]([CH3:37])[CH2:33][CH2:34][C:35]=3[N:36]=1)=[O:27])=[O:12])=[CH:5]2. The catalyst class is: 7. (4) Reactant: [O:1]1[CH:5]=[CH:4][CH:3]=[C:2]1B(O)O.Cl[C:10]1[N:15]=[C:14]([NH:16][C:17]2[CH:21]=[C:20]([CH:22]3[CH2:24][CH2:23]3)[NH:19][N:18]=2)[C:13]([Cl:25])=[CH:12][N:11]=1.C([O-])([O-])=O.[Na+].[Na+]. Product: [Cl:25][C:13]1[C:14]([NH:16][C:17]2[CH:21]=[C:20]([CH:22]3[CH2:24][CH2:23]3)[NH:19][N:18]=2)=[N:15][C:10]([C:2]2[O:1][CH:5]=[CH:4][CH:3]=2)=[N:11][CH:12]=1. The catalyst class is: 75.